From a dataset of Peptide-MHC class II binding affinity with 134,281 pairs from IEDB. Regression. Given a peptide amino acid sequence and an MHC pseudo amino acid sequence, predict their binding affinity value. This is MHC class II binding data. (1) The peptide sequence is VTKDTNDNNLYKLHG. The MHC is DRB1_0301 with pseudo-sequence DRB1_0301. The binding affinity (normalized) is 0.437. (2) The peptide sequence is MAFLRSVSRLAAAVF. The MHC is DRB1_0404 with pseudo-sequence DRB1_0404. The binding affinity (normalized) is 0.609. (3) The peptide sequence is YFVAILDYLNHMAKE. The MHC is DRB4_0101 with pseudo-sequence DRB4_0103. The binding affinity (normalized) is 0.747. (4) The peptide sequence is RRSIPVNEALAAAGL. The MHC is DRB5_0101 with pseudo-sequence DRB5_0101. The binding affinity (normalized) is 0.699. (5) The peptide sequence is WVPQGRTTWSIHGKG. The MHC is DRB3_0101 with pseudo-sequence DRB3_0101. The binding affinity (normalized) is 0. (6) The peptide sequence is AFKVAATMANAAPAN. The MHC is DRB1_0802 with pseudo-sequence DRB1_0802. The binding affinity (normalized) is 0.730. (7) The peptide sequence is LVKPGAGIMIFDPYG. The MHC is HLA-DQA10401-DQB10402 with pseudo-sequence HLA-DQA10401-DQB10402. The binding affinity (normalized) is 0.435. (8) The peptide sequence is AFKVAATAAIAAPAN. The MHC is DRB1_0802 with pseudo-sequence DRB1_0802. The binding affinity (normalized) is 0.617.